From a dataset of Forward reaction prediction with 1.9M reactions from USPTO patents (1976-2016). Predict the product of the given reaction. (1) Given the reactants [Br:1][C:2]12[S:10][CH:3]1[CH:4]=[CH:5][C:6]1([Cl:9])S[CH:7]12.[BH4-].[Na+].CO.Cl, predict the reaction product. The product is: [Br:1][C:2]1[CH:7]=[C:6]([Cl:9])[CH:5]=[CH:4][C:3]=1[SH:10]. (2) Given the reactants [N:1]([CH:4]([C:6]1[N:7]=[C:8]2[S:16][CH:15]=[CH:14][N:9]2[C:10](=[O:13])[C:11]=1Br)[CH3:5])=[N+:2]=[N-:3].[F:17][C:18]1[CH:19]=[C:20](B(O)O)[CH:21]=[C:22]([F:24])[CH:23]=1.C(=O)([O-])[O-].[Na+].[Na+].O, predict the reaction product. The product is: [N:1]([CH:4]([C:6]1[N:7]=[C:8]2[S:16][CH:15]=[CH:14][N:9]2[C:10](=[O:13])[C:11]=1[C:20]1[CH:19]=[C:18]([F:17])[CH:23]=[C:22]([F:24])[CH:21]=1)[CH3:5])=[N+:2]=[N-:3].